This data is from Full USPTO retrosynthesis dataset with 1.9M reactions from patents (1976-2016). The task is: Predict the reactants needed to synthesize the given product. (1) Given the product [NH2:40][C:39]1([C:66]([N:29]2[CH2:30][CH2:31][CH:26]([C:18]3[N:19]4[C:24]([C:23]([NH2:25])=[N:22][CH:21]=[N:20]4)=[C:16]([C:11]4[CH:12]=[CH:13][C:14]5[C:9]([CH:10]=4)=[N:8][N:7]([C:1]4[CH:2]=[CH:3][CH:4]=[CH:5][CH:6]=4)[CH:15]=5)[CH:17]=3)[CH2:27][CH2:28]2)=[O:67])[CH2:37][CH2:38]1, predict the reactants needed to synthesize it. The reactants are: [C:1]1([N:7]2[CH:15]=[C:14]3[C:9]([CH:10]=[C:11]([C:16]4[CH:17]=[C:18]([CH:26]5[CH2:31][CH2:30][NH:29][CH2:28][CH2:27]5)[N:19]5[C:24]=4[C:23]([NH2:25])=[N:22][CH:21]=[N:20]5)[CH:12]=[CH:13]3)=[N:8]2)[CH:6]=[CH:5][CH:4]=[CH:3][CH:2]=1.CCN=C=N[CH2:37][CH2:38][CH2:39][N:40](C)C.Cl.C1C=CC2N(O)N=NC=2C=1.C(N(CC)C(C)C)(C)C.CN([CH:66]=[O:67])C. (2) The reactants are: C([O:8][N:9]1[C:18]2[C:13](=[CH:14][CH:15]=[CH:16][N:17]=2)[C:12]([C:19]2[CH:24]=[CH:23][CH:22]=[C:21]([CH2:25][N:26]3[CH2:31][CH2:30][N:29]([CH2:32][C:33]4[CH:38]=[CH:37][CH:36]=[CH:35][CH:34]=4)[CH2:28][CH2:27]3)[CH:20]=2)=[CH:11][C:10]1=[O:39])C1C=CC=CC=1.Br.O. Given the product [CH2:28]1[N:29]([CH2:32][C:33]2[CH:34]=[CH:35][CH:36]=[CH:37][CH:38]=2)[CH2:30][CH2:31][N:26]([CH2:25][C:21]2[CH:20]=[C:19]([C:12]3[C:13]4[CH:14]=[CH:15][CH:16]=[N:17][C:18]=4[N:9]([OH:8])[C:10](=[O:39])[CH:11]=3)[CH:24]=[CH:23][CH:22]=2)[CH2:27]1, predict the reactants needed to synthesize it.